Dataset: Forward reaction prediction with 1.9M reactions from USPTO patents (1976-2016). Task: Predict the product of the given reaction. (1) Given the reactants [C:1]([C:5]1[C:6]([Cl:34])=[C:7]([C:11]2[NH:33][C:14]3[C:15]([O:29][CH2:30][CH:31]=[O:32])=[N:16][C:17]([C:19]4[CH:24]=[CH:23][CH:22]=[CH:21][C:20]=4[C:25]([F:28])([F:27])[F:26])=[CH:18][C:13]=3[N:12]=2)[N:8]([CH3:10])[N:9]=1)([CH3:4])([CH3:3])[CH3:2].C([OH:39])(C)(C)C.CC(=CC)C.O.Cl([O-])=O.[Na+].P([O-])(O)(O)=O.[Na+].[OH-].[Na+], predict the reaction product. The product is: [C:1]([C:5]1[C:6]([Cl:34])=[C:7]([C:11]2[NH:33][C:14]3[C:15]([O:29][CH2:30][C:31]([OH:39])=[O:32])=[N:16][C:17]([C:19]4[CH:24]=[CH:23][CH:22]=[CH:21][C:20]=4[C:25]([F:28])([F:27])[F:26])=[CH:18][C:13]=3[N:12]=2)[N:8]([CH3:10])[N:9]=1)([CH3:4])([CH3:2])[CH3:3]. (2) Given the reactants [CH3:1][C:2](=[CH2:12])[CH2:3][NH:4][C:5](=[O:11])[O:6][C:7]([CH3:10])([CH3:9])[CH3:8].[OH-].[Na+].OO.C(OCC)(=[O:19])C, predict the reaction product. The product is: [CH3:12][CH:2]([CH2:3][NH:4][C:5]([O:6][C:7]([CH3:8])([CH3:10])[CH3:9])=[O:11])[CH2:1][OH:19]. (3) The product is: [N:1]1[CH:6]=[CH:5][N:4]=[CH:3][C:2]=1[CH2:7][CH2:8][CH2:9][CH2:10][OH:11]. Given the reactants [N:1]1[CH:6]=[CH:5][N:4]=[CH:3][C:2]=1[C:7]#[C:8][CH2:9][CH2:10][OH:11], predict the reaction product. (4) Given the reactants [F:1][C:2]1([F:9])[CH2:5][CH:4]([C:6](=O)[CH3:7])[CH2:3]1.[CH3:10][C:11]([S@:14]([NH2:16])=[O:15])([CH3:13])[CH3:12].[BH4-].[Li+], predict the reaction product. The product is: [F:1][C:2]1([F:9])[CH2:5][CH:4]([CH:6]([NH:16][S:14]([C:11]([CH3:13])([CH3:12])[CH3:10])=[O:15])[CH3:7])[CH2:3]1. (5) Given the reactants [F:1][C:2]1[CH:30]=[CH:29][C:5]([CH2:6][C:7]2[N:11]([CH2:12][C:13]([N:15]3[CH2:20][CH2:19][CH:18]([NH:21][CH3:22])[CH2:17][CH2:16]3)=[O:14])[N:10]=[C:9]([C:23]3[CH:28]=[CH:27][N:26]=[CH:25][CH:24]=3)[CH:8]=2)=[CH:4][CH:3]=1.C(N(CC)CC)C.[C:38](Cl)(=[O:41])[CH2:39][CH3:40], predict the reaction product. The product is: [F:1][C:2]1[CH:3]=[CH:4][C:5]([CH2:6][C:7]2[N:11]([CH2:12][C:13]([N:15]3[CH2:16][CH2:17][CH:18]([N:21]([CH3:22])[C:38](=[O:41])[CH2:39][CH3:40])[CH2:19][CH2:20]3)=[O:14])[N:10]=[C:9]([C:23]3[CH:24]=[CH:25][N:26]=[CH:27][CH:28]=3)[CH:8]=2)=[CH:29][CH:30]=1.